This data is from Acute oral toxicity (LD50) regression data from Zhu et al.. The task is: Regression/Classification. Given a drug SMILES string, predict its toxicity properties. Task type varies by dataset: regression for continuous values (e.g., LD50, hERG inhibition percentage) or binary classification for toxic/non-toxic outcomes (e.g., AMES mutagenicity, cardiotoxicity, hepatotoxicity). Dataset: ld50_zhu. (1) The drug is OC1C2C3OC3C1C1C2C2(Cl)C(Cl)=C(Cl)C1(Cl)C2(Cl)Cl. The rat oral LD50 is 5.52, given as -log10 of the dose in mol/kg body weight (higher means more acutely toxic). (2) The molecule is Clc1cc2c(c(Cl)c1Cl)Oc1c(Cl)c(Cl)c(Cl)c(Cl)c1O2. The rat oral LD50 is 4.83, given as -log10 of the dose in mol/kg body weight (higher means more acutely toxic).